This data is from Forward reaction prediction with 1.9M reactions from USPTO patents (1976-2016). The task is: Predict the product of the given reaction. (1) Given the reactants C[N:2]([CH:4]=[O:5])C.F[C:7]1[CH:8]=[C:9]([CH:12]=[C:13](C#CC2C=CC=CN=2)[CH:14]=1)C#N, predict the reaction product. The product is: [C:4]([NH2:2])(=[O:5])[C:7]1[CH:8]=[CH:9][CH:12]=[CH:13][CH:14]=1. (2) Given the reactants [CH:1]([N:4]1[C:8]([C:9]2[S:10][C:11]3[CH2:12][CH2:13][O:14][C:15]4[CH:22]=[C:21](B5OC(C)(C)C(C)(C)O5)[CH:20]=[CH:19][C:16]=4[C:17]=3[N:18]=2)=[N:7][C:6]([CH3:32])=[N:5]1)([CH3:3])[CH3:2].I[CH:34]1[CH2:37][O:36][CH2:35]1.Cl.N[C@@H]1CCCC[C@H]1O.C[Si](C)(C)N[Si](C)(C)C.[Na], predict the reaction product. The product is: [CH:1]([N:4]1[C:8]([C:9]2[S:10][C:11]3[CH2:12][CH2:13][O:14][C:15]4[CH:22]=[C:21]([CH:34]5[CH2:37][O:36][CH2:35]5)[CH:20]=[CH:19][C:16]=4[C:17]=3[N:18]=2)=[N:7][C:6]([CH3:32])=[N:5]1)([CH3:2])[CH3:3]. (3) Given the reactants [O:1]1[C@H:3]2[CH2:4][CH:5]3[C@:18]([CH3:20])([CH2:19][C@@H:2]12)[C@@H:17]1[C@H:8]([C@H:9]2[C@@:13]([CH2:15][CH2:16]1)([CH3:14])[C:12](=[O:21])[CH2:11][CH2:10]2)[CH2:7][CH2:6]3.O.[NH:23]1[CH2:28][CH2:27][NH:26][CH2:25][CH2:24]1, predict the reaction product. The product is: [OH:1][C@@H:3]1[C@@H:2]([N:23]2[CH2:28][CH2:27][NH:26][CH2:25][CH2:24]2)[CH2:19][C@@:18]2([CH3:20])[CH:5]([CH2:6][CH2:7][C@@H:8]3[C@@H:17]2[CH2:16][CH2:15][C@@:13]2([CH3:14])[C@H:9]3[CH2:10][CH2:11][C:12]2=[O:21])[CH2:4]1.